This data is from Drug-target binding data from BindingDB using Ki measurements. The task is: Regression. Given a target protein amino acid sequence and a drug SMILES string, predict the binding affinity score between them. We predict pKi (pKi = -log10(Ki in M); higher means stronger inhibition). Dataset: bindingdb_ki. The compound is N=C(COP(=O)(O)O)NO. The target protein (P60174) has sequence MAEDGEEAEFHFAALYISGQWPRLRADTDLQRLGSSAMAPSRKFFVGGNWKMNGRKQSLGELIGTLNAAKVPADTEVVCAPPTAYIDFARQKLDPKIAVAAQNCYKVTNGAFTGEISPGMIKDCGATWVVLGHSERRHVFGESDELIGQKVAHALAEGLGVIACIGEKLDEREAGITEKVVFEQTKVIADNVKDWSKVVLAYEPVWAIGTGKTATPQQAQEVHEKLRGWLKSNVSDAVAQSTRIIYGGSVTGATCKELASQPDVDGFLVGGASLKPEFVDIINAKQ. The pKi is 5.3.